Dataset: hERG Central: cardiac toxicity at 1µM, 10µM, and general inhibition. Task: Predict hERG channel inhibition at various concentrations. (1) The molecule is CCCCn1c(NC(=O)c2ccc(Br)o2)c(C(=O)OCC)c2nc3ccccc3nc21. Results: hERG_inhib (hERG inhibition (general)): blocker. (2) The molecule is O=C(C[n+]1ccc(C(=O)N/N=C/c2ccc(Br)cc2)cc1)c1ccccc1.[Br-]. Results: hERG_inhib (hERG inhibition (general)): blocker. (3) The drug is O=C(Nc1ccc2ccccc2c1)N1CCCN(CCOc2ccccc2)CC1. Results: hERG_inhib (hERG inhibition (general)): blocker. (4) The compound is Cn1c(SCC(=O)N2CCN(c3ccccc3)CC2)nnc1-c1c[nH]c2ccccc12. Results: hERG_inhib (hERG inhibition (general)): blocker. (5) Results: hERG_inhib (hERG inhibition (general)): blocker. The compound is O=C(CSc1nnc(-c2ccco2)c(-c2ccco2)n1)Nc1ccccc1. (6) The drug is COc1ccc(C)cc1NC(=O)CCN1CCN(C/C=C/c2ccccc2)CC1. Results: hERG_inhib (hERG inhibition (general)): blocker. (7) Results: hERG_inhib (hERG inhibition (general)): blocker. The drug is O=[N+]([O-])c1ccc(C(O)CN2CCN(C/C=C/c3ccccc3)CC2)cc1. (8) The drug is COc1cccc(CNC(C)(C)CO)c1OCc1ccc(Cl)cc1.Cl. Results: hERG_inhib (hERG inhibition (general)): blocker. (9) Results: hERG_inhib (hERG inhibition (general)): blocker. The drug is COc1ccc2occ(C(=O)c3coc4ccc(O)c(CN(C)C)c34)c2c1.Cl.